From a dataset of TCR-epitope binding with 47,182 pairs between 192 epitopes and 23,139 TCRs. Binary Classification. Given a T-cell receptor sequence (or CDR3 region) and an epitope sequence, predict whether binding occurs between them. (1) The epitope is WICLLQFAY. The TCR CDR3 sequence is CASSSLDQNYGYTF. Result: 0 (the TCR does not bind to the epitope). (2) The epitope is YLQPRTFLL. The TCR CDR3 sequence is CASSEANTGELFF. Result: 1 (the TCR binds to the epitope). (3) The epitope is LPPAYTNSF. The TCR CDR3 sequence is CASSLGGAVEQFF. Result: 0 (the TCR does not bind to the epitope). (4) The epitope is YLQPRTFLL. The TCR CDR3 sequence is CATQNLNTGELFF. Result: 1 (the TCR binds to the epitope). (5) The epitope is LLMPILTLT. The TCR CDR3 sequence is CASSETGGPYEQYF. Result: 1 (the TCR binds to the epitope). (6) The epitope is CTELKLSDY. The TCR CDR3 sequence is CAISSGTKSTEAFF. Result: 0 (the TCR does not bind to the epitope). (7) The TCR CDR3 sequence is CSSQEENTYNEQFF. The epitope is KMKDLSPRW. Result: 1 (the TCR binds to the epitope). (8) The epitope is FVRATATIPI. The TCR CDR3 sequence is CASRLSPLLIYEQYF. Result: 1 (the TCR binds to the epitope). (9) The epitope is FIAGLIAIV. The TCR CDR3 sequence is CAISEGIAEQFF. Result: 1 (the TCR binds to the epitope).